This data is from Full USPTO retrosynthesis dataset with 1.9M reactions from patents (1976-2016). The task is: Predict the reactants needed to synthesize the given product. (1) Given the product [CH:1]1([C:7]2[C:8]([OH:26])=[C:9]([C:21]([NH:58][CH2:37][C:42]([OH:44])=[O:43])=[O:22])[C:10](=[O:20])[N:11]([CH2:13][C:14]3[CH:19]=[CH:18][CH:17]=[CH:16][CH:15]=3)[N:12]=2)[CH2:2][CH2:3][CH2:4][CH2:5][CH2:6]1, predict the reactants needed to synthesize it. The reactants are: [CH:1]1([C:7]2[C:8]([OH:26])=[C:9]([C:21](OCC)=[O:22])[C:10](=[O:20])[N:11]([CH2:13][C:14]3[CH:19]=[CH:18][CH:17]=[CH:16][CH:15]=3)[N:12]=2)[CH2:6][CH2:5][CH2:4][CH2:3][CH2:2]1.[H-].[Na+].C1(C2C(O)=[C:37]([C:42]([O:44]CC)=[O:43])C(=O)NN=2)CCCCC1.C(Br)C1C=CC=CC=1.Cl.C[N:58](C)C=O. (2) Given the product [CH3:1][C:2]1([CH:7]2[CH2:8][CH2:9][CH:10]([OH:13])[CH2:11][CH2:12]2)[CH2:6][CH2:5][CH2:4][CH2:3]1, predict the reactants needed to synthesize it. The reactants are: [CH3:1][C:2]1([C:7]2[CH:12]=[CH:11][C:10]([OH:13])=[CH:9][CH:8]=2)[CH2:6][CH2:5][CH2:4][CH2:3]1.S([O-])([O-])(=O)=O.C([N+](CCCC)(CCCC)CCCC)CCC.C([N+](CCCC)(CCCC)CCCC)CCC. (3) Given the product [C:1]([C:3]1[CH:15]=[C:14]2[C:6]([C:7]3[C:8](=[O:35])[C:9]4[CH:21]=[CH:20][C:19]([O:22][CH2:23][C:24]([NH:26][CH2:27][CH2:28][OH:29])=[O:25])=[CH:18][C:10]=4[C:11]([CH3:17])([CH3:16])[C:12]=3[NH:13]2)=[CH:5][CH:4]=1)#[N:2], predict the reactants needed to synthesize it. The reactants are: [C:1]([C:3]1[CH:15]=[C:14]2[C:6]([C:7]3[C:8](=[O:35])[C:9]4[CH:21]=[CH:20][C:19]([O:22][CH2:23][C:24]([NH:26][CH2:27][CH2:28][O:29]C(=O)C(C)=C)=[O:25])=[CH:18][C:10]=4[C:11]([CH3:17])([CH3:16])[C:12]=3[NH:13]2)=[CH:5][CH:4]=1)#[N:2].[OH-].[K+]. (4) Given the product [CH3:1][C:2]([CH3:21])([CH3:20])[C:3]([O:5][CH2:6][C@H:7]1[CH2:11][C@H:10]([O:12][S:30]([CH3:29])(=[O:32])=[O:31])[CH2:9][N:8]1[C:13]([O:15][C:16]([CH3:19])([CH3:18])[CH3:17])=[O:14])=[O:4], predict the reactants needed to synthesize it. The reactants are: [CH3:1][C:2]([CH3:21])([CH3:20])[C:3]([O:5][CH2:6][C@H:7]1[CH2:11][C@H:10]([OH:12])[CH2:9][N:8]1[C:13]([O:15][C:16]([CH3:19])([CH3:18])[CH3:17])=[O:14])=[O:4].C(N(CC)CC)C.[CH3:29][S:30](Cl)(=[O:32])=[O:31]. (5) Given the product [Br:1][C:2]1[CH:3]=[C:4]2[C:8](=[CH:9][CH:10]=1)[CH2:7][C@@H:6]([N:11]([CH3:12])[C:30](=[O:31])[C:29]1[CH:33]=[CH:34][C:26]([O:25][CH2:21][CH2:22][CH2:23][CH3:24])=[CH:27][CH:28]=1)[CH2:5]2, predict the reactants needed to synthesize it. The reactants are: [Br:1][C:2]1[CH:3]=[C:4]2[C:8](=[CH:9][CH:10]=1)[CH2:7][C@@H:6]([NH2:11])[CH2:5]2.[CH:12](N(C(C)C)CC)(C)C.[CH2:21]([O:25][C:26]1[CH:34]=[CH:33][C:29]([C:30](Cl)=[O:31])=[CH:28][CH:27]=1)[CH2:22][CH2:23][CH3:24]. (6) Given the product [C:1]([C:5]1[CH:6]=[CH:7][C:8]([C:11]2[NH:12][C:13]([S:16][CH3:20])=[N:14][N:15]=2)=[CH:9][CH:10]=1)([CH3:4])([CH3:2])[CH3:3], predict the reactants needed to synthesize it. The reactants are: [C:1]([C:5]1[CH:10]=[CH:9][C:8]([C:11]2[NH:15][N:14]=[C:13]([SH:16])[N:12]=2)=[CH:7][CH:6]=1)([CH3:4])([CH3:3])[CH3:2].[OH-].[Na+].I[CH3:20]. (7) The reactants are: [C:1]([O:5][C:6]([N:8]1[CH2:12][CH2:11][CH:10]([C:13]2[CH:18]=[CH:17][C:16]([NH2:19])=[CH:15][CH:14]=2)[CH2:9]1)=[O:7])([CH3:4])([CH3:3])[CH3:2].[H-].[Na+].[Br:22][C:23]1[CH:24]=[CH:25][C:26]([CH:29](OS(C(F)(F)F)(=O)=O)[C:30]([F:33])([F:32])[F:31])=[N:27][CH:28]=1. Given the product [C:1]([O:5][C:6]([N:8]1[CH2:12][CH2:11][CH:10]([C:13]2[CH:18]=[CH:17][C:16]([NH:19][CH:29]([C:26]3[CH:25]=[CH:24][C:23]([Br:22])=[CH:28][N:27]=3)[C:30]([F:33])([F:32])[F:31])=[CH:15][CH:14]=2)[CH2:9]1)=[O:7])([CH3:4])([CH3:2])[CH3:3], predict the reactants needed to synthesize it.